This data is from Full USPTO retrosynthesis dataset with 1.9M reactions from patents (1976-2016). The task is: Predict the reactants needed to synthesize the given product. (1) Given the product [CH3:22][C:19]([N:16]1[CH2:15][CH2:14][N:13]([CH2:12][C:7]2[N:8]([CH3:11])[C:9]3[C:5]([N:6]=2)=[C:4]([N:24]2[CH2:25][CH2:26][O:27][CH2:28][CH2:29]2)[N:3]=[C:2]([N:33]2[C:34]4[CH:40]=[CH:39][CH:38]=[CH:37][C:35]=4[N:36]=[C:32]2[NH:31][CH3:30])[N:10]=3)[CH2:18][CH2:17]1)([CH3:23])[CH2:20][OH:21], predict the reactants needed to synthesize it. The reactants are: Cl[C:2]1[N:10]=[C:9]2[C:5]([N:6]=[C:7]([CH2:12][N:13]3[CH2:18][CH2:17][N:16]([C:19]([CH3:23])([CH3:22])[CH2:20][OH:21])[CH2:15][CH2:14]3)[N:8]2[CH3:11])=[C:4]([N:24]2[CH2:29][CH2:28][O:27][CH2:26][CH2:25]2)[N:3]=1.[CH3:30][NH:31][C:32]1[NH:36][C:35]2[CH:37]=[CH:38][CH:39]=[CH:40][C:34]=2[N:33]=1. (2) Given the product [F:27][C:2]([F:1])([F:28])[C:3]1[CH:4]=[C:5]([C:13]2[N:17]=[CH:16][N:15](/[CH:18]=[C:19](\[Br:26])/[C:20]([OH:22])=[O:21])[N:14]=2)[CH:6]=[C:7]([C:9]([F:10])([F:11])[F:12])[CH:8]=1, predict the reactants needed to synthesize it. The reactants are: [F:1][C:2]([F:28])([F:27])[C:3]1[CH:4]=[C:5]([C:13]2[N:17]=[CH:16][N:15](/[CH:18]=[C:19](\[Br:26])/[C:20]([O:22]C(C)C)=[O:21])[N:14]=2)[CH:6]=[C:7]([C:9]([F:12])([F:11])[F:10])[CH:8]=1.[OH-].[Li+].Cl. (3) The reactants are: [CH3:1][C:2]([O:5][C:6]([N:8]1[CH2:13][CH2:12][CH:11]([C:14]#[N:15])[CH2:10][CH2:9]1)=[O:7])([CH3:4])[CH3:3].C([N-]C(C)C)(C)C.[Li+].[F:24][C:25]1[CH:32]=[CH:31][C:28]([CH2:29]Br)=[CH:27][CH:26]=1. Given the product [CH3:4][C:2]([O:5][C:6]([N:8]1[CH2:13][CH2:12][C:11]([C:14]#[N:15])([CH2:29][C:28]2[CH:31]=[CH:32][C:25]([F:24])=[CH:26][CH:27]=2)[CH2:10][CH2:9]1)=[O:7])([CH3:1])[CH3:3], predict the reactants needed to synthesize it. (4) The reactants are: [F:1][C:2]1[CH:3]=[C:4]([C@H:9]2[CH2:13][CH2:12][C@@H:11]([CH2:14][CH2:15]/[CH:16]=[CH:17]/[C:18]([O:20][CH3:21])=[O:19])[N:10]2[C:22]([O:24][C:25]([CH3:28])([CH3:27])[CH3:26])=[O:23])[CH:5]=[CH:6][C:7]=1[F:8].[H][H]. Given the product [F:1][C:2]1[CH:3]=[C:4]([C@H:9]2[CH2:13][CH2:12][C@@H:11]([CH2:14][CH2:15][CH2:16][CH2:17][C:18]([O:20][CH3:21])=[O:19])[N:10]2[C:22]([O:24][C:25]([CH3:28])([CH3:27])[CH3:26])=[O:23])[CH:5]=[CH:6][C:7]=1[F:8], predict the reactants needed to synthesize it. (5) Given the product [CH3:1][O:2][C:3](=[O:17])[O:4][CH:5]1[C:11]2=[N:12][CH:13]=[C:14]([NH:16][C:25]([O:27][CH2:28][CH3:29])=[O:26])[CH:15]=[C:10]2[CH2:9][CH2:8][CH2:7][CH2:6]1, predict the reactants needed to synthesize it. The reactants are: [CH3:1][O:2][C:3](=[O:17])[O:4][CH:5]1[C:11]2=[N:12][CH:13]=[C:14]([NH2:16])[CH:15]=[C:10]2[CH2:9][CH2:8][CH2:7][CH2:6]1.N1C=CC=CC=1.Cl[C:25]([O:27][CH2:28][CH3:29])=[O:26]. (6) Given the product [CH3:1][O:2][C:3]1[CH:8]=[C:7]([C:9]([F:11])([F:10])[F:12])[CH:6]=[C:5]([N:13]2[CH:17]=[C:16]([CH3:18])[N:15]=[CH:14]2)[C:4]=1[NH2:19], predict the reactants needed to synthesize it. The reactants are: [CH3:1][O:2][C:3]1[C:4]([N+:19]([O-])=O)=[C:5]([N:13]2[CH:17]=[C:16]([CH3:18])[N:15]=[CH:14]2)[CH:6]=[C:7]([C:9]([F:12])([F:11])[F:10])[CH:8]=1.C(O)C.[OH-].[Na+]. (7) Given the product [Br:9][C:10]1[CH:15]=[CH:14][C:13]([CH2:16][Br:1])=[C:12]([C:17]([F:18])([F:19])[F:20])[CH:11]=1, predict the reactants needed to synthesize it. The reactants are: [Br:1]N1C(=O)CCC1=O.[Br:9][C:10]1[CH:15]=[CH:14][C:13]([CH3:16])=[C:12]([C:17]([F:20])([F:19])[F:18])[CH:11]=1. (8) The reactants are: [CH3:1][CH2:2]/[C:3](/[C:14]1[CH:15]=[CH:16][C:17]([OH:20])=[CH:18][CH:19]=1)=[C:4](\[C:7]1[CH:8]=[CH:9][C:10]([OH:13])=[CH:11][CH:12]=1)/[CH2:5][CH3:6].[S:21]([O:25][S:26]([O-:29])(=[O:28])=[O:27])([O-:24])(=[O:23])=[O:22]. Given the product [CH3:6][CH2:5]/[C:4](/[C:7]1[CH:8]=[CH:9][C:10]([OH:13])=[CH:11][CH:12]=1)=[C:3](\[C:14]1[CH:19]=[CH:18][C:17]([OH:20])=[CH:16][CH:15]=1)/[CH2:2][CH3:1].[S:21]([O:25][S:26]([O-:29])(=[O:28])=[O:27])([O-:24])(=[O:23])=[O:22], predict the reactants needed to synthesize it. (9) Given the product [Br:29][C:4]1[CH:5]=[CH:6][C:1]([N:7]([C:16]2[CH:21]=[CH:20][CH:19]=[CH:18][CH:17]=2)[C:8]2[CH:15]=[CH:14][C:11]([CH:12]=[O:13])=[CH:10][CH:9]=2)=[CH:2][CH:3]=1, predict the reactants needed to synthesize it. The reactants are: [C:1]1([N:7]([C:16]2[CH:21]=[CH:20][CH:19]=[CH:18][CH:17]=2)[C:8]2[CH:15]=[CH:14][C:11]([CH:12]=[O:13])=[CH:10][CH:9]=2)[CH:6]=[CH:5][CH:4]=[CH:3][CH:2]=1.C1C(=O)N([Br:29])C(=O)C1.C(OCC)(=O)C.